From a dataset of Catalyst prediction with 721,799 reactions and 888 catalyst types from USPTO. Predict which catalyst facilitates the given reaction. (1) Reactant: [S:1]1[CH2:7][C:5](=[O:6])[NH:4][C:2]1=[S:3].[Cl:8][C:9]1[CH:10]=[C:11]([CH:14]=[CH:15][C:16]=1[Cl:17])[CH:12]=O.C([O-])(=O)C.[Na+]. Product: [Cl:8][C:9]1[CH:10]=[C:11]([CH:12]=[C:7]2[S:1][C:2](=[S:3])[NH:4][C:5]2=[O:6])[CH:14]=[CH:15][C:16]=1[Cl:17]. The catalyst class is: 5. (2) Reactant: [N-:1]=[N+:2]=[N-:3].[Na+].Br[CH:6]1[CH2:12][N:11]([C:13]([O:15][C:16]([CH3:19])([CH3:18])[CH3:17])=[O:14])[CH:10]([C:20]2[CH:25]=[CH:24][CH:23]=[CH:22][CH:21]=2)[CH2:9][N:8]([CH2:26][CH:27]2[CH2:29][CH2:28]2)[C:7]1=[O:30].O. Product: [C:16]([O:15][C:13]([N:11]1[CH2:12][C@@H:6]([N:1]=[N+:2]=[N-:3])[C:7](=[O:30])[N:8]([CH2:26][CH:27]2[CH2:29][CH2:28]2)[CH2:9][C@@H:10]1[C:20]1[CH:21]=[CH:22][CH:23]=[CH:24][CH:25]=1)=[O:14])([CH3:19])([CH3:17])[CH3:18]. The catalyst class is: 9. (3) Reactant: [Cl:1][C:2]1[C:3]2[N:11]([C:12]3[C:17]([F:18])=[CH:16][CH:15]=[CH:14][C:13]=3[F:19])[N:10]=[C:9]([C:20]3[CH:25]=[CH:24][C:23]([N:26]4[CH2:31][CH2:30]S[CH2:28][CH2:27]4)=[CH:22][CH:21]=3)[C:4]=2[C:5](=[O:8])[NH:6][CH:7]=1.CO.O[O:35][S:36]([O-:38])=O.[K+]. Product: [Cl:1][C:2]1[C:3]2[N:11]([C:12]3[C:17]([F:18])=[CH:16][CH:15]=[CH:14][C:13]=3[F:19])[N:10]=[C:9]([C:20]3[CH:25]=[CH:24][C:23]([N:26]4[CH2:31][CH2:30][S:36](=[O:38])(=[O:35])[CH2:28][CH2:27]4)=[CH:22][CH:21]=3)[C:4]=2[C:5](=[O:8])[NH:6][CH:7]=1. The catalyst class is: 6. (4) Reactant: [O:1]([C:8]1[CH:13]=[CH:12][C:11]([C:14]2[CH:18]=[CH:17][NH:16][N:15]=2)=[CH:10][CH:9]=1)[C:2]1[CH:7]=[CH:6][CH:5]=[CH:4][CH:3]=1.[H-].[Na+].[C:21](Cl)(=[O:25])[CH:22]([CH3:24])[CH3:23]. Product: [CH3:23][CH:22]([CH3:24])[C:21]([N:16]1[CH:17]=[CH:18][C:14]([C:11]2[CH:12]=[CH:13][C:8]([O:1][C:2]3[CH:3]=[CH:4][CH:5]=[CH:6][CH:7]=3)=[CH:9][CH:10]=2)=[N:15]1)=[O:25]. The catalyst class is: 3. (5) Reactant: [C:1]([C:5]1[CH:10]=[C:9]([CH3:11])[CH:8]=[CH:7][C:6]=1[OH:12])([CH3:4])([CH3:3])[CH3:2].[Br:13]Br. Product: [C:1]([C:5]1[CH:10]=[C:9]([CH3:11])[CH:8]=[C:7]([Br:13])[C:6]=1[OH:12])([CH3:4])([CH3:3])[CH3:2]. The catalyst class is: 2.